From a dataset of Reaction yield outcomes from USPTO patents with 853,638 reactions. Predict the reaction yield, written as a fraction of the theoretical maximum amount of product (1.0 means a 100% yield; for example, 0.34 means a 34% yield). The reactants are CS([C:5]1[N:10]=[C:9](/[CH:11]=[C:12]2/[C:13](=[O:18])[NH:14][C:15](=[O:17])[S:16]/2)[CH:8]=[CH:7][N:6]=1)(=O)=O.C([O-])(=O)C.[NH4+:23]. The catalyst is CS(C)=O. The product is [NH2:23][C:5]1[N:10]=[C:9](/[CH:11]=[C:12]2/[C:13](=[O:18])[NH:14][C:15](=[O:17])[S:16]/2)[CH:8]=[CH:7][N:6]=1. The yield is 0.670.